From a dataset of Reaction yield outcomes from USPTO patents with 853,638 reactions. Predict the reaction yield, written as a fraction of the theoretical maximum amount of product (1.0 means a 100% yield; for example, 0.34 means a 34% yield). (1) The reactants are [F:1][C:2]([F:13])([F:12])[C:3]1[CH:8]=[CH:7][C:6](B(O)O)=[CH:5][CH:4]=1.Br[C:15]1[CH:20]=[CH:19][C:18]([O:21][CH2:22][CH:23]2[CH2:28][CH2:27][N:26]([C:29]([O:31][CH:32]([CH3:34])[CH3:33])=[O:30])[CH2:25][CH2:24]2)=[CH:17][CH:16]=1. No catalyst specified. The product is [F:1][C:2]([F:13])([F:12])[C:3]1[CH:8]=[CH:7][C:6]([C:15]2[CH:16]=[CH:17][C:18]([O:21][CH2:22][CH:23]3[CH2:24][CH2:25][N:26]([C:29]([O:31][CH:32]([CH3:34])[CH3:33])=[O:30])[CH2:27][CH2:28]3)=[CH:19][CH:20]=2)=[CH:5][CH:4]=1. The yield is 0.0500. (2) The reactants are [CH3:1][C@H:2]1[CH2:7][CH2:6][NH:5][CH2:4][C@H:3]1[NH:8][C:9](=[O:15])[O:10][C:11]([CH3:14])([CH3:13])[CH3:12].[Cl:16][C:17]1[CH:22]=[CH:21][C:20](I)=[CH:19][N:18]=1. No catalyst specified. The product is [Cl:16][C:17]1[N:18]=[CH:19][C:20]([N:5]2[CH2:6][CH2:7][C@@H:2]([CH3:1])[C@H:3]([NH:8][C:9](=[O:15])[O:10][C:11]([CH3:14])([CH3:13])[CH3:12])[CH2:4]2)=[CH:21][CH:22]=1. The yield is 0.240. (3) The reactants are [NH:1]1[C:5]2[CH:6]=[CH:7][C:8]([C:10]([OH:12])=O)=[CH:9][C:4]=2[N:3]=[CH:2]1.[CH3:13][C:14]1[N:19]=[N:18][C:17]([O:20][C:21]2[C:26]3[C@@H:27]4[C@H:32]([CH2:33][CH2:34][C:25]=3[CH:24]=[CH:23][CH:22]=2)[NH:31][CH2:30][CH2:29][CH2:28]4)=[CH:16][CH:15]=1. No catalyst specified. The product is [NH:1]1[C:5]2[CH:6]=[CH:7][C:8]([C:10]([N:31]3[C@@H:32]4[C@@H:27]([C:26]5[C:21]([O:20][C:17]6[N:18]=[N:19][C:14]([CH3:13])=[CH:15][CH:16]=6)=[CH:22][CH:23]=[CH:24][C:25]=5[CH2:34][CH2:33]4)[CH2:28][CH2:29][CH2:30]3)=[O:12])=[CH:9][C:4]=2[N:3]=[CH:2]1. The yield is 0.170. (4) The reactants are [CH3:1][N:2]1[CH:6]=[C:5]([C:7]2[CH:8]=[C:9]3[C:15]([C:16]4[CH:17]=[N:18][N:19]([CH2:21][C:22]5[CH:27]=[CH:26][CH:25]=[C:24]([N+:28]([O-])=O)[CH:23]=5)[CH:20]=4)=[CH:14][NH:13][C:10]3=[N:11][CH:12]=2)[CH:4]=[N:3]1.[H][H]. The catalyst is C1COCC1.CO.[Pd]. The product is [CH3:1][N:2]1[CH:6]=[C:5]([C:7]2[CH:8]=[C:9]3[C:15]([C:16]4[CH:17]=[N:18][N:19]([CH2:21][C:22]5[CH:23]=[C:24]([CH:25]=[CH:26][CH:27]=5)[NH2:28])[CH:20]=4)=[CH:14][NH:13][C:10]3=[N:11][CH:12]=2)[CH:4]=[N:3]1. The yield is 0.0800. (5) The reactants are [CH3:1][O:2][C:3]1[CH:32]=[CH:31][C:6]([CH2:7][O:8][C:9]2[CH:10]=[C:11]3[C:24](=[CH:25][CH:26]=2)[C:23]2[C:14](=[C:15]4[C:20](=[CH:21][CH:22]=2)[NH:19][C:18]([CH3:28])([CH3:27])[CH:17]=[C:16]4[CH3:29])[C:13](=[O:30])[O:12]3)=[CH:5][CH:4]=1.O1CCCC1.[H-].COCCO[Al+]OCCOC.[Na+].[H-].O.O.O.O.C(C(C(C([O-])=O)O)O)([O-])=O.[Na+].[K+]. The catalyst is O. The product is [OH:12][C:11]1[CH:10]=[C:9]([O:8][CH2:7][C:6]2[CH:5]=[CH:4][C:3]([O:2][CH3:1])=[CH:32][CH:31]=2)[CH:26]=[CH:25][C:24]=1[C:23]1[C:14]([CH2:13][OH:30])=[C:15]2[C:20](=[CH:21][CH:22]=1)[NH:19][C:18]([CH3:28])([CH3:27])[CH:17]=[C:16]2[CH3:29]. The yield is 0.620. (6) The reactants are C(N)C1C=CC=CC=1.[F:9][C:10]1[CH:17]=[CH:16][C:13]([CH2:14][NH2:15])=[CH:12][CH:11]=1.[O:18]=[C:19]1[N:23]([CH2:24][C:25]2[CH:30]=[CH:29][N:28]=[CH:27][CH:26]=2)[CH2:22][CH2:21][N:20]1[C:31]1[CH:32]=[C:33]([CH:38]=[CH:39][N:40]=1)[C:34](OC)=[O:35]. No catalyst specified. The product is [F:9][C:10]1[CH:17]=[CH:16][C:13]([CH2:14][NH:15][C:34](=[O:35])[C:33]2[CH:38]=[CH:39][N:40]=[C:31]([N:20]3[CH2:21][CH2:22][N:23]([CH2:24][C:25]4[CH:30]=[CH:29][N:28]=[CH:27][CH:26]=4)[C:19]3=[O:18])[CH:32]=2)=[CH:12][CH:11]=1. The yield is 0.480.